The task is: Regression. Given a peptide amino acid sequence and an MHC pseudo amino acid sequence, predict their binding affinity value. This is MHC class II binding data.. This data is from Peptide-MHC class II binding affinity with 134,281 pairs from IEDB. The peptide sequence is GELQIVDGIDAAFKI. The MHC is DRB1_1501 with pseudo-sequence DRB1_1501. The binding affinity (normalized) is 0.604.